From a dataset of Forward reaction prediction with 1.9M reactions from USPTO patents (1976-2016). Predict the product of the given reaction. (1) The product is: [C:1]([C:5]1[CH:10]=[CH:9][C:8]([S:11]([NH:14][C:15]2[CH:20]=[C:19]([F:21])[C:18]([Cl:22])=[CH:17][C:16]=2[C:23]2[N:27]([CH3:28])[C:26]([CH2:26][N:27]([CH3:28])[CH3:23])=[N:25][N:24]=2)(=[O:12])=[O:13])=[CH:7][CH:6]=1)([CH3:4])([CH3:2])[CH3:3]. Given the reactants [C:1]([C:5]1[CH:10]=[CH:9][C:8]([S:11]([NH:14][C:15]2[CH:20]=[C:19]([F:21])[C:18]([Cl:22])=[CH:17][C:16]=2[C:23]2[N:27]([CH3:28])[CH:26]=[N:25][N:24]=2)(=[O:13])=[O:12])=[CH:7][CH:6]=1)([CH3:4])([CH3:3])[CH3:2], predict the reaction product. (2) Given the reactants [F:1][C:2]1([F:12])[C:5]([F:7])([F:6])[CH2:4][C:3]1([CH3:11])[C:8](Cl)=O.[NH2:13][NH:14][C:15]([NH2:17])=[S:16], predict the reaction product. The product is: [F:1][C:2]1([F:12])[C:5]([F:7])([F:6])[CH2:4][C:3]1([C:8]1[S:16][C:15]([NH2:17])=[N:14][N:13]=1)[CH3:11]. (3) Given the reactants [CH3:1][C:2]([CH3:7])([CH3:6])[C:3](=O)[CH3:4].[C:8](O)(=O)C.[CH:12]([NH2:14])=[NH:13], predict the reaction product. The product is: [C:2]([C:3]1[CH:4]=[CH:8][N:14]=[CH:12][N:13]=1)([CH3:7])([CH3:6])[CH3:1]. (4) Given the reactants [CH3:1][O:2][CH2:3][CH2:4][O:5][C:6]1[CH:7]=[C:8]2[CH:14]=[C:13]([C:15]([O:17]CC)=[O:16])[N:12]([CH2:20][CH2:21][O:22][CH:23]3[CH2:28][CH2:27][CH2:26][CH:25]([O:29][CH2:30][C:31]4[N:32]=[C:33]([C:37]5[CH:38]=[C:39]([CH3:43])[CH:40]=[CH:41][CH:42]=5)[O:34][C:35]=4[CH3:36])[CH2:24]3)[C:9]2=[CH:10][N:11]=1, predict the reaction product. The product is: [CH3:1][O:2][CH2:3][CH2:4][O:5][C:6]1[CH:7]=[C:8]2[CH:14]=[C:13]([C:15]([OH:17])=[O:16])[N:12]([CH2:20][CH2:21][O:22][C@@H:23]3[CH2:28][CH2:27][CH2:26][C@H:25]([O:29][CH2:30][C:31]4[N:32]=[C:33]([C:37]5[CH:38]=[C:39]([CH3:43])[CH:40]=[CH:41][CH:42]=5)[O:34][C:35]=4[CH3:36])[CH2:24]3)[C:9]2=[CH:10][N:11]=1. (5) Given the reactants [CH3:1][N:2]1[CH:6]=[C:5]([C:7]2[CH:8]=[C:9]3[C:15]([C:16]4[N:21]=[C:20]([N:22]5[CH2:27][CH2:26][N:25](C(OC(C)(C)C)=O)[CH2:24][CH2:23]5)[CH:19]=[N:18][CH:17]=4)=[CH:14][NH:13][C:10]3=[N:11][CH:12]=2)[CH:4]=[N:3]1.Cl, predict the reaction product. The product is: [CH3:1][N:2]1[CH:6]=[C:5]([C:7]2[CH:8]=[C:9]3[C:15]([C:16]4[CH:17]=[N:18][CH:19]=[C:20]([N:22]5[CH2:27][CH2:26][NH:25][CH2:24][CH2:23]5)[N:21]=4)=[CH:14][NH:13][C:10]3=[N:11][CH:12]=2)[CH:4]=[N:3]1. (6) Given the reactants Br[C:2]1[CH:7]=[CH:6][CH:5]=[CH:4][C:3]=1[CH3:8].[CH3:9][C:10]1[CH:15]=[CH:14][CH:13]=[C:12]([CH3:16])[C:11]=1B(O)O.C([O-])([O-])=O.[K+].[K+], predict the reaction product. The product is: [CH3:9][C:10]1[CH:15]=[CH:14][CH:13]=[C:12]([CH3:16])[C:11]=1[C:2]1[CH:7]=[CH:6][CH:5]=[CH:4][C:3]=1[CH3:8]. (7) The product is: [C:1]([O:5][C:6]([N:8]1[CH2:20][C@@H:19]([CH3:21])[N:18]2[C@H:10]([CH2:11][C:12]3[C:17]2=[N:16][C:15]([Cl:22])=[CH:14][CH:13]=3)[CH2:9]1)=[O:7])([CH3:4])([CH3:2])[CH3:3]. Given the reactants [C:1]([O:5][C:6]([N:8]1[CH2:20][C@@H:19]([CH3:21])[N:18]2[C:10](=[CH:11][C:12]3[C:17]2=[N:16][C:15]([Cl:22])=[CH:14][CH:13]=3)[CH2:9]1)=[O:7])([CH3:4])([CH3:3])[CH3:2].C([BH3-])#N.[Na+].C(=O)([O-])[O-].[Na+].[Na+], predict the reaction product. (8) Given the reactants [CH2:1]([N:3]([CH2:51][CH3:52])[C@H:4]([C:45]1[CH:50]=[CH:49][CH:48]=[CH:47][CH:46]=1)[C:5]([N:7]1[CH2:11][CH2:10][CH2:9][C@H:8]1[C:12]([NH:14][C:15]1[CH:20]=[CH:19][C:18]([CH2:21][N:22]([C:38]2[CH:43]=[CH:42][C:41]([F:44])=[CH:40][CH:39]=2)[CH2:23][C:24]2[CH:29]=[CH:28][C:27]([NH:30][C:31]([C@@H:33]3[CH2:37][CH2:36][CH2:35][NH:34]3)=[O:32])=[CH:26][CH:25]=2)=[CH:17][CH:16]=1)=[O:13])=[O:6])[CH3:2].[CH3:53][O:54][C:55]([NH:57][C@@H:58]([C:62]([CH3:65])([CH3:64])[CH3:63])[C:59](O)=[O:60])=[O:56], predict the reaction product. The product is: [CH3:53][O:54][C:55]([NH:57][C@H:58]([C:59]([N:34]1[CH2:35][CH2:36][CH2:37][C@H:33]1[C:31]([NH:30][C:27]1[CH:28]=[CH:29][C:24]([CH2:23][N:22]([CH2:21][C:18]2[CH:17]=[CH:16][C:15]([NH:14][C:12](=[O:13])[C@@H:8]3[CH2:9][CH2:10][CH2:11][N:7]3[C:5](=[O:6])[C@H:4]([N:3]([CH2:1][CH3:2])[CH2:51][CH3:52])[C:45]3[CH:50]=[CH:49][CH:48]=[CH:47][CH:46]=3)=[CH:20][CH:19]=2)[C:38]2[CH:39]=[CH:40][C:41]([F:44])=[CH:42][CH:43]=2)=[CH:25][CH:26]=1)=[O:32])=[O:60])[C:62]([CH3:63])([CH3:64])[CH3:65])=[O:56].